Dataset: Forward reaction prediction with 1.9M reactions from USPTO patents (1976-2016). Task: Predict the product of the given reaction. (1) Given the reactants [O:1]([CH:8]1[C:17]2[C:12](=[CH:13][CH:14]=[CH:15][CH:16]=2)[O:11][CH2:10][CH:9]1[CH2:18][NH:19][CH3:20])[C:2]1[CH:7]=[CH:6][CH:5]=[CH:4][CH:3]=1.[Cl:21]C1C=C(C=CC=1)OC1C2C(=CC=CC=2)OCC1CNC, predict the reaction product. The product is: [Cl:21][C:5]1[CH:6]=[CH:7][C:2]([O:1][CH:8]2[C:17]3[C:12](=[CH:13][CH:14]=[CH:15][CH:16]=3)[O:11][CH2:10][CH:9]2[CH2:18][NH:19][CH3:20])=[CH:3][CH:4]=1. (2) Given the reactants [NH2:1][C:2]1[CH:7]=[CH:6][CH:5]=[CH:4][CH:3]=1.[CH3:8][C:9]1(C)[C:35]2[C:30](=[C:31](P(C3C=CC=CC=3)C3C=CC=CC=3)C=[CH:33][CH:34]=2)O[C:11]2[C:12](P(C3C=CC=CC=3)C3C=CC=CC=3)=[CH:13][CH:14]=[CH:15][C:10]1=2.[C:50]([O-:53])([O-])=O.[Cs+].[Cs+].[NH3:56].O, predict the reaction product. The product is: [C:2]1([NH:1][C:13]2[CH:14]=[CH:15][C:50]3[O:53][C:9]4([CH2:8][N:56]5[CH2:31][CH2:30][CH:35]4[CH2:34][CH2:33]5)[CH2:10][C:11]=3[CH:12]=2)[CH:7]=[CH:6][CH:5]=[CH:4][CH:3]=1. (3) Given the reactants [F:1][C:2]1[CH:20]=[CH:19][C:5](/[CH:6]=[C:7]2/[C:8](=[S:18])[N:9]=[C:10]([N:12]3[CH2:17][CH2:16][CH2:15][CH2:14][NH:13]3)[S:11]/2)=[C:4]([OH:21])[CH:3]=1.C(=O)([O-])[O-].[K+].[K+].[N:28]1([CH:34]2[CH2:39][CH2:38][N:37]([C:40](Cl)=[O:41])[CH2:36][CH2:35]2)[CH2:33][CH2:32][CH2:31][CH2:30][CH2:29]1, predict the reaction product. The product is: [N:28]1([CH:34]2[CH2:39][CH2:38][N:37]([C:40]([O:21][C:4]3[CH:3]=[C:2]([F:1])[CH:20]=[CH:19][C:5]=3/[CH:6]=[C:7]3/[C:8](=[S:18])[N:9]=[C:10]([N:12]4[CH2:17][CH2:16][CH2:15][CH2:14][NH:13]4)[S:11]/3)=[O:41])[CH2:36][CH2:35]2)[CH2:33][CH2:32][CH2:31][CH2:30][CH2:29]1. (4) Given the reactants [Cl:1][C:2]1[C:3]([NH:12][NH2:13])=[N:4][CH:5]=[C:6]([C:8]([F:11])([F:10])[F:9])[CH:7]=1.CCOC=[CH:18][C:19](=O)[CH2:20][C:21]([O:23][CH2:24][CH3:25])=[O:22].Cl.[CH2:28](O)C, predict the reaction product. The product is: [CH2:24]([O:23][C:21]([C:20]1[CH:28]=[N:13][N:12]([C:3]2[C:2]([Cl:1])=[CH:7][C:6]([C:8]([F:11])([F:9])[F:10])=[CH:5][N:4]=2)[C:19]=1[CH3:18])=[O:22])[CH3:25]. (5) Given the reactants [CH:1]1[C:6]([OH:7])=[CH:5][CH:4]=[C:3]([Br:8])[CH:2]=1.[C:9]1(P([C:10]2[CH:9]=CC=[CH:12][CH:11]=2)[C:10]2[CH:9]=CC=[CH:12][CH:11]=2)C=C[CH:12]=[CH:11][CH:10]=1.[N:28]([C:35](OCC)=O)=NC(OCC)=O, predict the reaction product. The product is: [Br:8][C:3]1[CH:4]=[CH:5][C:6]([O:7][CH:10]2[CH2:11][CH2:12][N:28]([CH3:35])[CH2:9]2)=[CH:1][CH:2]=1.